Task: Predict which catalyst facilitates the given reaction.. Dataset: Catalyst prediction with 721,799 reactions and 888 catalyst types from USPTO Reactant: [Cl:1][C:2]1[CH:3]=[CH:4][C:5]2[N:6]([CH:8]=[C:9]([C:11]([OH:13])=O)[N:10]=2)[CH:7]=1.Cl.CN(C)CCCN=C=NCC.ON1C2C=CC=CC=2N=N1.Cl.[CH3:37][NH:38][O:39][CH3:40]. Product: [CH3:40][O:39][N:38]([CH3:37])[C:11]([C:9]1[N:10]=[C:5]2[CH:4]=[CH:3][C:2]([Cl:1])=[CH:7][N:6]2[CH:8]=1)=[O:13]. The catalyst class is: 884.